This data is from Catalyst prediction with 721,799 reactions and 888 catalyst types from USPTO. The task is: Predict which catalyst facilitates the given reaction. (1) Reactant: [C:1]([C:4]1[C:8]([CH3:9])=[C:7]([C:10]2[CH:15]=[CH:14][N:13]=[CH:12][CH:11]=2)[NH:6][C:5]=1[C:16]1[CH:21]=[CH:20][N:19]=[CH:18][CH:17]=1)(=[O:3])[CH3:2].[H-].[Na+].[CH3:24][O:25][CH2:26]Cl.C([O-])(O)=O.[Na+]. Product: [C:1]([C:4]1[C:8]([CH3:9])=[C:7]([C:10]2[CH:11]=[CH:12][N:13]=[CH:14][CH:15]=2)[N:6]([CH2:24][O:25][CH3:26])[C:5]=1[C:16]1[CH:21]=[CH:20][N:19]=[CH:18][CH:17]=1)(=[O:3])[CH3:2]. The catalyst class is: 3. (2) Reactant: [K].C([C:5]([F:16])([F:15])[C:6]1[N:7]=[CH:8][C:9]([C:12]([OH:14])=[O:13])=[N:10][CH:11]=1)(O)=O.C(OC(C)C)(=O)C.S(=O)(=O)(O)O.[OH-].[Na+].Cl. Product: [F:16][CH:5]([F:15])[C:6]1[N:7]=[CH:8][C:9]([C:12]([OH:14])=[O:13])=[N:10][CH:11]=1. The catalyst class is: 6. (3) Reactant: [Br:1][C:2]1[CH:3]=[C:4]([CH:8]=[C:9]([C:11]([O:13]C)=[O:12])[CH:10]=1)[C:5](O)=[O:6].[BH4-].[Li+].C(O)C.Cl. Product: [Br:1][C:2]1[CH:10]=[C:9]([CH:8]=[C:4]([CH2:5][OH:6])[CH:3]=1)[C:11]([OH:13])=[O:12]. The catalyst class is: 7. (4) Reactant: [CH3:1][C@H:2]([NH2:9])[C:3]1[CH:8]=[CH:7][CH:6]=[CH:5][CH:4]=1.[P:10](Cl)(Cl)([Cl:13])([Cl:12])[Cl:11]. Product: [CH3:1][C@H:2]([N:9]=[P:10]([Cl:13])([Cl:12])[Cl:11])[C:3]1[CH:8]=[CH:7][CH:6]=[CH:5][CH:4]=1. The catalyst class is: 53. (5) Reactant: [N:1]([CH2:4][CH:5]([O:14][CH2:15][CH3:16])[CH2:6][C:7]1[CH:12]=[CH:11][C:10]([Cl:13])=[CH:9][CH:8]=1)=[N+]=[N-].CP(C)C.O. Product: [Cl:13][C:10]1[CH:9]=[CH:8][C:7]([CH2:6][CH:5]([O:14][CH2:15][CH3:16])[CH2:4][NH2:1])=[CH:12][CH:11]=1. The catalyst class is: 1. (6) The catalyst class is: 11. Product: [Br:1][C:2]1[C:3]([CH3:21])=[CH:4][C:5]2[C:10](=[CH:9][CH:8]=[C:7]([O:19][CH3:20])[CH:6]=2)[C:11]=1[C:12]1[CH:17]=[CH:16][C:15]([Cl:18])=[CH:14][CH:13]=1. Reactant: [Br:1][C:2]1[CH:3]([CH3:21])[CH2:4][C:5]2[C:10]([C:11]=1[C:12]1[CH:17]=[CH:16][C:15]([Cl:18])=[CH:14][CH:13]=1)=[CH:9][CH:8]=[C:7]([O:19][CH3:20])[CH:6]=2.C(C1C(=O)C(Cl)=C(Cl)C(=O)C=1C#N)#N.